From a dataset of Peptide-MHC class II binding affinity with 134,281 pairs from IEDB. Regression. Given a peptide amino acid sequence and an MHC pseudo amino acid sequence, predict their binding affinity value. This is MHC class II binding data. (1) The peptide sequence is LEQDKCVTVMAPDKP. The MHC is DRB4_0101 with pseudo-sequence DRB4_0103. The binding affinity (normalized) is 0.121. (2) The peptide sequence is KIPKKASEGAVDIIN. The MHC is DRB1_1001 with pseudo-sequence DRB1_1001. The binding affinity (normalized) is 0.166. (3) The peptide sequence is GELQIIDKIDAAFKI. The MHC is DRB1_1101 with pseudo-sequence DRB1_1101. The binding affinity (normalized) is 0.516. (4) The MHC is DRB1_0802 with pseudo-sequence DRB1_0802. The binding affinity (normalized) is 0.277. The peptide sequence is NEWITDFAGKTVWFV. (5) The peptide sequence is YQGVQQKWDATATEL. The MHC is DRB1_1501 with pseudo-sequence DRB1_1501. The binding affinity (normalized) is 0.208. (6) The peptide sequence is AFILDGQNLFPKV. The MHC is DRB1_0401 with pseudo-sequence DRB1_0401. The binding affinity (normalized) is 0.489. (7) The peptide sequence is FLHYIFMENAFELPT. The MHC is HLA-DPA10301-DPB10402 with pseudo-sequence HLA-DPA10301-DPB10402. The binding affinity (normalized) is 0.863.